Dataset: Peptide-MHC class I binding affinity with 185,985 pairs from IEDB/IMGT. Task: Regression. Given a peptide amino acid sequence and an MHC pseudo amino acid sequence, predict their binding affinity value. This is MHC class I binding data. (1) The peptide sequence is GPEGPLGQL. The MHC is HLA-B57:01 with pseudo-sequence HLA-B57:01. The binding affinity (normalized) is 0.213. (2) The MHC is HLA-A68:01 with pseudo-sequence HLA-A68:01. The binding affinity (normalized) is 0.738. The peptide sequence is STLNFNNLY. (3) The peptide sequence is GPRRAAWRI. The MHC is HLA-A01:01 with pseudo-sequence HLA-A01:01. The binding affinity (normalized) is 0.0847. (4) The peptide sequence is FRYEFTAPF. The MHC is HLA-B27:05 with pseudo-sequence HLA-B27:05. The binding affinity (normalized) is 0.391. (5) The peptide sequence is RSNNKFTLK. The MHC is HLA-A02:06 with pseudo-sequence HLA-A02:06. The binding affinity (normalized) is 0. (6) The peptide sequence is LQDPRVRGLY. The MHC is HLA-A02:06 with pseudo-sequence HLA-A02:06. The binding affinity (normalized) is 0. (7) The peptide sequence is YLGHSAGFT. The MHC is HLA-A02:06 with pseudo-sequence HLA-A02:06. The binding affinity (normalized) is 0.222.